Task: Predict the product of the given reaction.. Dataset: Forward reaction prediction with 1.9M reactions from USPTO patents (1976-2016) (1) Given the reactants [CH:1]1([N:4]2[CH2:9][CH2:8][N:7]([C:10]3[O:11][C:12]4[CH:18]=[CH:17][C:16](C#N)=[CH:15][C:13]=4[N:14]=3)[CH2:6][CH2:5]2)[CH2:3][CH2:2]1.[NH4+].[OH-], predict the reaction product. The product is: [CH:1]1([N:4]2[CH2:9][CH2:8][N:7]([C:10]3[O:11][C:12]4[CH:18]=[CH:17][CH:16]=[CH:15][C:13]=4[N:14]=3)[CH2:6][CH2:5]2)[CH2:3][CH2:2]1. (2) Given the reactants Br[C:2]1[N:7]=[CH:6][C:5]([S:8]([C:11]2([C:17]([O:19][C:20]([CH3:23])([CH3:22])[CH3:21])=[O:18])[CH2:16][CH2:15][O:14][CH2:13][CH2:12]2)(=[O:10])=[O:9])=[CH:4][CH:3]=1.C(=O)([O-])[O-].[Na+].[Na+].[CH2:30]([C:35]1[CH:40]=[CH:39][C:38](B(O)O)=[CH:37][CH:36]=1)[CH2:31][CH2:32][CH2:33][CH3:34], predict the reaction product. The product is: [C:20]([O:19][C:17]([C:11]1([S:8]([C:5]2[CH:6]=[N:7][C:2]([C:38]3[CH:37]=[CH:36][C:35]([CH2:30][CH2:31][CH2:32][CH2:33][CH3:34])=[CH:40][CH:39]=3)=[CH:3][CH:4]=2)(=[O:10])=[O:9])[CH2:16][CH2:15][O:14][CH2:13][CH2:12]1)=[O:18])([CH3:23])([CH3:22])[CH3:21]. (3) Given the reactants CS(O[CH:6]([C:8]1[CH:13]=[CH:12][CH:11]=[C:10]([N+:14]([O-:16])=[O:15])[CH:9]=1)[CH3:7])(=O)=O.[CH3:17][NH:18][CH3:19].C1COCC1, predict the reaction product. The product is: [CH3:17][N:18]([CH3:19])[CH:6]([C:8]1[CH:13]=[CH:12][CH:11]=[C:10]([N+:14]([O-:16])=[O:15])[CH:9]=1)[CH3:7]. (4) The product is: [CH3:2][N:3]1[C:4]2([CH2:12][C:11]3[C:6](=[CH:7][CH:8]=[CH:9][CH:10]=3)[CH2:5]2)[C:13](=[O:21])[NH:14][C:16]1=[O:15]. Given the reactants Cl.[CH3:2][NH:3][C:4]1([C:13]#[N:14])[CH2:12][C:11]2[C:6](=[CH:7][CH:8]=[CH:9][CH:10]=2)[CH2:5]1.[O-:15][C:16]#N.[K+].CC(O)=[O:21], predict the reaction product. (5) Given the reactants [F:1][C:2]([F:33])([F:32])[C:3]1[CH:4]=[C:5]([NH:9][C:10]([N:12]2[CH2:18][CH2:17][CH2:16][CH2:15][C:14]3[CH:19]=[C:20]([O:23][C:24]4[CH:29]=[C:28](Cl)[N:27]=[C:26]([NH2:31])[N:25]=4)[CH:21]=[CH:22][C:13]2=3)=[O:11])[CH:6]=[CH:7][CH:8]=1.CCCCCC.CCOC(C)=O, predict the reaction product. The product is: [F:32][C:2]([F:1])([F:33])[C:3]1[CH:4]=[C:5]([NH:9][C:10]([N:12]2[CH2:18][CH2:17][CH2:16][CH2:15][C:14]3[CH:19]=[C:20]([O:23][C:24]4[CH:29]=[CH:28][N:27]=[C:26]([NH2:31])[N:25]=4)[CH:21]=[CH:22][C:13]2=3)=[O:11])[CH:6]=[CH:7][CH:8]=1.